From a dataset of Experimentally validated miRNA-target interactions with 360,000+ pairs, plus equal number of negative samples. Binary Classification. Given a miRNA mature sequence and a target amino acid sequence, predict their likelihood of interaction. (1) The miRNA is hsa-miR-130a-5p with sequence GCUCUUUUCACAUUGUGCUACU. The protein sequence of the target gene is MRKQGVSSKRLQSSGRSQSKGRRGASLAREPEVEEEMEKSALGGGKLPRGSWRSSPGRIQSLKERKGLELEVVAKTFLLGPFQFVRNSLAQLREKVQELQARRFSSRTTLGIAVFVAILHWLHLVTLFENDRHFSHLSSLEREMTFRTEMGLYYSYFKTIIEAPSFLEGLWMIMNDRLTEYPLIINAIKRFHLYPEVIIASWYCTFMGIMNLFGLETKTCWNVTRIEPLNEVQSCEGLGDPACFYVGVIFILNGLMMGLFFMYGAYLSGTQLGGLITVLCFFFNHGEATRVMWTPPLRES.... Result: 0 (no interaction). (2) The miRNA is mmu-miR-29b-2-5p with sequence CUGGUUUCACAUGGUGGCUUAGAUU. The protein sequence of the target gene is MVAGMLGLREEKSEDQDLQGLKDKPLKFKKVKKDKKEEKEGKHEPVQPSAHHSAEPAEAGKAETSEGSGSAPAVPEASASPKQRRSIIRDRGPMYDDPTLPEGWTRKLKQRKSGRSAGKYDVYLINPQGKAFRSKVELIAYFEKVGDTSLDPNDFDFTVTGRGSPSRREQKPPKKPKSPKAPGTGRGRGRPKGSGTTRPKAATSEGVQVKRVLEKSPGKLLVKMPFQTSPGGKAEGGGATTSTQVMVIKRPGRKRKAEADPQAIPKKRGRKPGSVVAAAAAEAKKKAVKESSIRSVQETV.... Result: 0 (no interaction). (3) The miRNA is mmu-miR-654-5p with sequence UGGUAAGCUGCAGAACAUGUGU. The protein sequence of the target gene is MEKYHVLEMIGEGSFGRVYKGRRKYSAQVVALKFIPKLGRSEKELRNLQREIEIMRGLRHPNIVHMLDSFETDKEVVVVTDYAEGELFQILEDDGKLPEDQVQAIAAQLVSALYYLHSHRILHRDMKPQNILLAKGGGIKLCDFGFARAMSTNTMVLTSIKGTPLYMSPELVEERPYDHTADLWSVGCILYELAVGTPPFYATSIFQLVSLILKDPVRWPSTISPCFKNFLQGLLTKDPRQRLSWPDLLYHPFIAGHVTIITEPAGPDLGTPFTSRLPPELQVLKDEQAHRLAPKGNQSR.... Result: 0 (no interaction). (4) The miRNA is ath-miR156f-5p with sequence UGACAGAAGAGAGUGAGCAC. The protein sequence of the target gene is MPSGSSAALALALAAAPAPLPQPPPLPPPPPAGGPELEGDGLLLRERLAALGLDDPSPAEPGAPALRAAAVAAAAAAQCQARRATGLAPEEPGRLATSETAELELEVDEEEGEEAELDGELLEEEELEEAEEEDRPSLLLLSPPAATASQTQPIPGGPLGSVLLPAAGFDAREAAAAGVLYGGDDAQGMMAAMLSHAYGPGGGGAAAAALNGEQAALLRRKSVNTTECVPVPSSEHVAEIVGRQGCKIKALRAKTNTYIKTPVRGEEPIFVVTGRKEDVAMAKREILSAAEHFSMIRASR.... Result: 0 (no interaction).